Task: Regression. Given a peptide amino acid sequence and an MHC pseudo amino acid sequence, predict their binding affinity value. This is MHC class II binding data.. Dataset: Peptide-MHC class II binding affinity with 134,281 pairs from IEDB The peptide sequence is PGIKAQQSKLAQRRV. The MHC is HLA-DQA10201-DQB10303 with pseudo-sequence HLA-DQA10201-DQB10303. The binding affinity (normalized) is 0.344.